Task: Predict the product of the given reaction.. Dataset: Forward reaction prediction with 1.9M reactions from USPTO patents (1976-2016) Given the reactants [Br:1][C:2]1[CH:7]=[C:6]([C:8]([F:11])([F:10])[F:9])[CH:5]=[CH:4][C:3]=1[CH2:12]Br.[Cl:14][C:15]1[CH:20]=[C:19]([NH2:21])[CH:18]=[CH:17][C:16]=1[C:22]1[CH:27]=[CH:26][C:25]([C:28]([F:31])([F:30])[F:29])=[CH:24][C:23]=1[CH3:32].C([O-])([O-])=O.[K+].[K+], predict the reaction product. The product is: [Br:1][C:2]1[CH:7]=[C:6]([C:8]([F:11])([F:10])[F:9])[CH:5]=[CH:4][C:3]=1[CH2:12][NH:21][C:19]1[CH:18]=[CH:17][C:16]([C:22]2[CH:27]=[CH:26][C:25]([C:28]([F:29])([F:30])[F:31])=[CH:24][C:23]=2[CH3:32])=[C:15]([Cl:14])[CH:20]=1.